From a dataset of Full USPTO retrosynthesis dataset with 1.9M reactions from patents (1976-2016). Predict the reactants needed to synthesize the given product. (1) Given the product [CH3:1][O:2][C:3]1[CH:11]=[C:10]([C:12]([F:15])([F:14])[F:13])[C:9]([N+:16]([O-:18])=[O:17])=[CH:8][C:4]=1[C:5](=[O:7])[CH2:27][C:28]([O:23][CH2:19][CH3:20])=[O:29], predict the reactants needed to synthesize it. The reactants are: [CH3:1][O:2][C:3]1[CH:11]=[C:10]([C:12]([F:15])([F:14])[F:13])[C:9]([N+:16]([O-:18])=[O:17])=[CH:8][C:4]=1[C:5]([OH:7])=O.[C:19](Cl)(=[O:23])[C:20](Cl)=O.C([CH:27](C([O-])=O)[C:28]([O-])=[O:29])C.[K+].[K+].[Cl-].[Mg+2].[Cl-]. (2) Given the product [CH2:34]([NH:36][C:2]1[N:7]=[CH:6][N:5]=[C:4]([NH:8][C:9]2[CH:33]=[CH:32][C:12]([C:13]([NH:15][C:16]3[S:17][CH:18]=[C:19]([C:21]4[CH:26]=[CH:25][CH:24]=[C:23]([C:27]([F:30])([F:29])[F:28])[C:22]=4[F:31])[N:20]=3)=[O:14])=[CH:11][CH:10]=2)[CH:3]=1)[CH3:35], predict the reactants needed to synthesize it. The reactants are: Cl[C:2]1[N:7]=[CH:6][N:5]=[C:4]([NH:8][C:9]2[CH:33]=[CH:32][C:12]([C:13]([NH:15][C:16]3[S:17][CH:18]=[C:19]([C:21]4[CH:26]=[CH:25][CH:24]=[C:23]([C:27]([F:30])([F:29])[F:28])[C:22]=4[F:31])[N:20]=3)=[O:14])=[CH:11][CH:10]=2)[CH:3]=1.[CH2:34]([NH2:36])[CH3:35].